From a dataset of Full USPTO retrosynthesis dataset with 1.9M reactions from patents (1976-2016). Predict the reactants needed to synthesize the given product. (1) Given the product [CH3:26][C:4]1[NH:3][C:7]2[N:8]=[CH:9][N:10]=[C:11]([N:12]3[CH2:13][CH2:14][O:15][CH2:16][CH2:17]3)[C:6]=2[C:5]=1[C:18]1[CH:19]=[C:20]([CH:23]=[CH:24][CH:25]=1)[C:21]#[N:22], predict the reactants needed to synthesize it. The reactants are: OC[N:3]1[C:7]2[N:8]=[CH:9][N:10]=[C:11]([N:12]3[CH2:17][CH2:16][O:15][CH2:14][CH2:13]3)[C:6]=2[C:5]([C:18]2[CH:19]=[C:20]([CH:23]=[CH:24][CH:25]=2)[C:21]#[N:22])=[C:4]1[CH3:26].C(=O)([O-])[O-].[K+].[K+]. (2) The reactants are: Cl[C:2]1[CH:7]=[CH:6][N:5]=[CH:4][C:3]=1[N+:8]([O-:10])=[O:9].[CH3:11][N:12]([CH3:17])[CH2:13][CH2:14][NH:15][CH3:16].CCN(C(C)C)C(C)C. Given the product [CH3:11][N:12]([CH3:17])[CH2:13][CH2:14][N:15]([CH3:16])[C:2]1[CH:7]=[CH:6][N:5]=[CH:4][C:3]=1[N+:8]([O-:10])=[O:9], predict the reactants needed to synthesize it. (3) Given the product [C:1]1([S:7]([N:24]2[C@@H:25]([CH3:27])[CH2:26][N:21]([CH2:20][C:19]([NH:18][C:13]3[CH:14]=[CH:15][CH:16]=[CH:17][C:12]=3[Cl:11])=[O:29])[CH2:22][C@H:23]2[CH3:28])(=[O:9])=[O:8])[CH:6]=[CH:5][CH:4]=[CH:3][CH:2]=1, predict the reactants needed to synthesize it. The reactants are: [C:1]1([S:7](Cl)(=[O:9])=[O:8])[CH:6]=[CH:5][CH:4]=[CH:3][CH:2]=1.[Cl:11][C:12]1[CH:17]=[CH:16][CH:15]=[CH:14][C:13]=1[NH:18][C:19](=[O:29])[CH2:20][N:21]1[CH2:26][C@H:25]([CH3:27])[NH:24][C@H:23]([CH3:28])[CH2:22]1. (4) Given the product [F:29][C:25]1[CH:24]=[C:23]([C:21]2[CH:20]=[CH:19][C:18]([O:30][CH3:31])=[C:17]([CH:22]=2)[CH2:16][N:15]([CH:12]2[CH2:11][CH2:10][CH:9]([NH:7][CH3:6])[CH2:14][CH2:13]2)[C:39]([C:38]2[S:37][C:36]3[CH:42]=[CH:43][CH:44]=[C:45]([F:46])[C:35]=3[C:34]=2[Cl:33])=[O:40])[CH:28]=[CH:27][N:26]=1, predict the reactants needed to synthesize it. The reactants are: C(O[C:6](=O)[N:7]([CH:9]1[CH2:14][CH2:13][CH:12]([NH:15][CH2:16][C:17]2[CH:22]=[C:21]([C:23]3[CH:28]=[CH:27][N:26]=[C:25]([F:29])[CH:24]=3)[CH:20]=[CH:19][C:18]=2[O:30][CH3:31])[CH2:11][CH2:10]1)C)(C)(C)C.[Cl:33][C:34]1[C:35]2[C:45]([F:46])=[CH:44][CH:43]=[CH:42][C:36]=2[S:37][C:38]=1[C:39](Cl)=[O:40]. (5) Given the product [CH2:17]([O:19][CH2:20][CH2:21][N:7]1[C:8]([C:9]([O:11][CH3:12])=[O:10])=[C:4]([N+:1]([O-:3])=[O:2])[C:5]([C:13]([O:15][CH3:16])=[O:14])=[N:6]1)[CH3:18], predict the reactants needed to synthesize it. The reactants are: [N+:1]([C:4]1[C:5]([C:13]([O:15][CH3:16])=[O:14])=[N:6][NH:7][C:8]=1[C:9]([O:11][CH3:12])=[O:10])([O-:3])=[O:2].[CH2:17]([O:19][CH2:20][CH2:21]Br)[CH3:18].C(=O)([O-])[O-].[K+].[K+]. (6) Given the product [CH:18]1([NH:17][C:15](=[O:16])[C:14]2[CH:21]=[CH:22][C:11]([C:8]3[N:6]4[CH:7]=[C:2]([C:34]5[CH:35]=[CH:36][CH:37]=[CH:38][C:33]=5[CH2:32][OH:31])[CH:3]=[C:4]([NH:24][CH2:25][CH2:26][C:27]([F:30])([F:29])[F:28])[C:5]4=[N:10][CH:9]=3)=[CH:12][C:13]=2[CH3:23])[CH2:20][CH2:19]1, predict the reactants needed to synthesize it. The reactants are: Br[C:2]1[CH:3]=[C:4]([NH:24][CH2:25][CH2:26][C:27]([F:30])([F:29])[F:28])[C:5]2[N:6]([C:8]([C:11]3[CH:22]=[CH:21][C:14]([C:15]([NH:17][CH:18]4[CH2:20][CH2:19]4)=[O:16])=[C:13]([CH3:23])[CH:12]=3)=[CH:9][N:10]=2)[CH:7]=1.[OH:31][CH2:32][C:33]1[CH:38]=[CH:37][CH:36]=[CH:35][C:34]=1B(O)O.C(=O)([O-])[O-].[K+].[K+]. (7) Given the product [Cl:19][C:20]1[CH:21]=[C:22]2[C:26](=[CH:27][CH:28]=1)[NH:25][C:24]([CH3:29])=[C:23]2[CH2:30][CH2:31][NH:32][C:10](=[O:12])[C:9]1[CH:8]=[CH:7][C:6]([CH2:5][C:4]2[CH:15]=[CH:16][CH:17]=[C:2]([F:1])[CH:3]=2)=[CH:14][CH:13]=1, predict the reactants needed to synthesize it. The reactants are: [F:1][C:2]1[CH:3]=[C:4]([CH:15]=[CH:16][CH:17]=1)[CH2:5][C:6]1[CH:14]=[CH:13][C:9]([C:10]([OH:12])=O)=[CH:8][CH:7]=1.Cl.[Cl:19][C:20]1[CH:21]=[C:22]2[C:26](=[CH:27][CH:28]=1)[NH:25][C:24]([CH3:29])=[C:23]2[CH2:30][CH2:31][NH2:32].CN(C(ON1N=NC2C=CC=NC1=2)=[N+](C)C)C.F[P-](F)(F)(F)(F)F.C(N(CC)C(C)C)(C)C. (8) Given the product [NH:1]1[CH2:6][CH2:5][O:4][CH:3]([C:7]([O:9][CH2:10][C:11]2[CH:16]=[CH:15][CH:14]=[CH:13][CH:12]=2)=[O:8])[CH2:2]1, predict the reactants needed to synthesize it. The reactants are: [N:1]1(C(OC(C)(C)C)=O)[CH2:6][CH2:5][O:4][CH:3]([C:7]([O:9][CH2:10][C:11]2[CH:16]=[CH:15][CH:14]=[CH:13][CH:12]=2)=[O:8])[CH2:2]1.Cl. (9) Given the product [C:25]([Si:12]([O:6][CH:1]1[CH2:5][CH:4]=[CH:3][CH2:2]1)([C:19]1[CH:24]=[CH:23][CH:22]=[CH:21][CH:20]=1)[C:13]1[CH:14]=[CH:15][CH:16]=[CH:17][CH:18]=1)([CH3:28])([CH3:26])[CH3:27], predict the reactants needed to synthesize it. The reactants are: [CH:1]1([OH:6])[CH2:5][CH:4]=[CH:3][CH2:2]1.N1C=CN=C1.[Si:12](Cl)([C:25]([CH3:28])([CH3:27])[CH3:26])([C:19]1[CH:24]=[CH:23][CH:22]=[CH:21][CH:20]=1)[C:13]1[CH:18]=[CH:17][CH:16]=[CH:15][CH:14]=1. (10) Given the product [Br:15][C:14]1[C:9]2[O:8][C:7]3[C:2]([C:26]4[N:31]=[C:30]([C:32]5[CH:37]=[CH:36][CH:35]=[CH:34][CH:33]=5)[N:29]=[C:28]([C:38]5[CH:39]=[CH:40][CH:41]=[CH:42][CH:43]=5)[N:27]=4)=[CH:3][CH:4]=[CH:5][C:6]=3[C:10]=2[CH:11]=[CH:12][CH:13]=1, predict the reactants needed to synthesize it. The reactants are: Br[C:2]1[C:7]2[O:8][C:9]3[C:14]([Br:15])=[CH:13][CH:12]=[CH:11][C:10]=3[C:6]=2[CH:5]=[CH:4][CH:3]=1.C(OCCCC)CCC.Cl[C:26]1[N:31]=[C:30]([C:32]2[CH:37]=[CH:36][CH:35]=[CH:34][CH:33]=2)[N:29]=[C:28]([C:38]2[CH:43]=[CH:42][CH:41]=[CH:40][CH:39]=2)[N:27]=1.